Dataset: Merck oncology drug combination screen with 23,052 pairs across 39 cell lines. Task: Regression. Given two drug SMILES strings and cell line genomic features, predict the synergy score measuring deviation from expected non-interaction effect. (1) Drug 1: COC1CC2CCC(C)C(O)(O2)C(=O)C(=O)N2CCCCC2C(=O)OC(C(C)CC2CCC(OP(C)(C)=O)C(OC)C2)CC(=O)C(C)C=C(C)C(O)C(OC)C(=O)C(C)CC(C)C=CC=CC=C1C. Drug 2: CCC1(O)C(=O)OCc2c1cc1n(c2=O)Cc2cc3c(CN(C)C)c(O)ccc3nc2-1. Cell line: NCIH2122. Synergy scores: synergy=10.6. (2) Drug 1: NC(=O)c1cccc2cn(-c3ccc(C4CCCNC4)cc3)nc12. Drug 2: C#Cc1cccc(Nc2ncnc3cc(OCCOC)c(OCCOC)cc23)c1. Cell line: MDAMB436. Synergy scores: synergy=12.6. (3) Drug 1: CCC1=CC2CN(C1)Cc1c([nH]c3ccccc13)C(C(=O)OC)(c1cc3c(cc1OC)N(C)C1C(O)(C(=O)OC)C(OC(C)=O)C4(CC)C=CCN5CCC31C54)C2. Drug 2: Cn1c(=O)n(-c2ccc(C(C)(C)C#N)cc2)c2c3cc(-c4cnc5ccccc5c4)ccc3ncc21. Cell line: A375. Synergy scores: synergy=41.5. (4) Drug 2: COC1CC2CCC(C)C(O)(O2)C(=O)C(=O)N2CCCCC2C(=O)OC(C(C)CC2CCC(OP(C)(C)=O)C(OC)C2)CC(=O)C(C)C=C(C)C(O)C(OC)C(=O)C(C)CC(C)C=CC=CC=C1C. Cell line: LOVO. Drug 1: CS(=O)(=O)CCNCc1ccc(-c2ccc3ncnc(Nc4ccc(OCc5cccc(F)c5)c(Cl)c4)c3c2)o1. Synergy scores: synergy=58.3. (5) Drug 1: N.N.O=C(O)C1(C(=O)O)CCC1.[Pt]. Drug 2: O=C(NOCC(O)CO)c1ccc(F)c(F)c1Nc1ccc(I)cc1F. Cell line: OVCAR3. Synergy scores: synergy=-4.53. (6) Drug 1: CCC1=CC2CN(C1)Cc1c([nH]c3ccccc13)C(C(=O)OC)(c1cc3c(cc1OC)N(C)C1C(O)(C(=O)OC)C(OC(C)=O)C4(CC)C=CCN5CCC31C54)C2. Drug 2: Cn1c(=O)n(-c2ccc(C(C)(C)C#N)cc2)c2c3cc(-c4cnc5ccccc5c4)ccc3ncc21. Cell line: A2058. Synergy scores: synergy=2.73. (7) Drug 1: CC(=O)OC1C(=O)C2(C)C(O)CC3OCC3(OC(C)=O)C2C(OC(=O)c2ccccc2)C2(O)CC(OC(=O)C(O)C(NC(=O)c3ccccc3)c3ccccc3)C(C)=C1C2(C)C. Drug 2: C=CCn1c(=O)c2cnc(Nc3ccc(N4CCN(C)CC4)cc3)nc2n1-c1cccc(C(C)(C)O)n1. Cell line: HT144. Synergy scores: synergy=28.7. (8) Drug 1: C#Cc1cccc(Nc2ncnc3cc(OCCOC)c(OCCOC)cc23)c1. Drug 2: Cc1nc(Nc2ncc(C(=O)Nc3c(C)cccc3Cl)s2)cc(N2CCN(CCO)CC2)n1. Cell line: SKMES1. Synergy scores: synergy=55.3.